Dataset: Peptide-MHC class I binding affinity with 185,985 pairs from IEDB/IMGT. Task: Regression. Given a peptide amino acid sequence and an MHC pseudo amino acid sequence, predict their binding affinity value. This is MHC class I binding data. (1) The peptide sequence is MMWATAQAL. The MHC is HLA-C06:02 with pseudo-sequence HLA-C06:02. The binding affinity (normalized) is 0.0847. (2) The peptide sequence is IVLLCYGGW. The MHC is HLA-A69:01 with pseudo-sequence HLA-A69:01. The binding affinity (normalized) is 0.0847. (3) The peptide sequence is LSDAARLFL. The MHC is HLA-A25:01 with pseudo-sequence HLA-A25:01. The binding affinity (normalized) is 0.0847.